From a dataset of Peptide-MHC class I binding affinity with 185,985 pairs from IEDB/IMGT. Regression. Given a peptide amino acid sequence and an MHC pseudo amino acid sequence, predict their binding affinity value. This is MHC class I binding data. (1) The peptide sequence is YMREVGAAL. The MHC is HLA-B45:06 with pseudo-sequence HLA-B45:06. The binding affinity (normalized) is 0.213. (2) The peptide sequence is FRAAVRAHF. The MHC is HLA-B07:02 with pseudo-sequence HLA-B07:02. The binding affinity (normalized) is 0.0847. (3) The peptide sequence is AKATGRYNL. The MHC is HLA-A25:01 with pseudo-sequence HLA-A25:01. The binding affinity (normalized) is 0.0847. (4) The binding affinity (normalized) is 0.0847. The peptide sequence is HLSGPLAGV. The MHC is HLA-A03:01 with pseudo-sequence HLA-A03:01. (5) The peptide sequence is RLSQSGHML. The MHC is HLA-B07:02 with pseudo-sequence YYSEYRNIYAQTDESNLYLSYDYYTWAERAYEWY. The binding affinity (normalized) is 0.510. (6) The peptide sequence is GVSENIFLK. The MHC is HLA-A68:01 with pseudo-sequence HLA-A68:01. The binding affinity (normalized) is 0.787. (7) The peptide sequence is ITPDDGLGL. The MHC is HLA-A02:02 with pseudo-sequence HLA-A02:02. The binding affinity (normalized) is 0.305. (8) The peptide sequence is IEDDEIIWV. The MHC is HLA-A23:01 with pseudo-sequence HLA-A23:01. The binding affinity (normalized) is 0.0847.